Dataset: Aqueous solubility values for 9,982 compounds from the AqSolDB database. Task: Regression/Classification. Given a drug SMILES string, predict its absorption, distribution, metabolism, or excretion properties. Task type varies by dataset: regression for continuous measurements (e.g., permeability, clearance, half-life) or binary classification for categorical outcomes (e.g., BBB penetration, CYP inhibition). For this dataset (solubility_aqsoldb), we predict Y. (1) The molecule is CCCCCC(=O)OC. The Y is -1.87 log mol/L. (2) The drug is C=CC(=O)OCCOC(=O)NCCCC. The Y is -1.63 log mol/L. (3) The molecule is CC=CCCCC. The Y is -3.82 log mol/L. (4) The molecule is Oc1cccc(N=C=S)c1. The Y is -1.99 log mol/L. (5) The molecule is NCCc1ccccc1. The Y is -0.282 log mol/L. (6) The drug is CC(C)(O)C(=O)c1ccc(C2(C)CC(C)(C)c3cc(C(=O)C(C)(C)O)ccc32)cc1. The Y is -5.94 log mol/L.